This data is from Catalyst prediction with 721,799 reactions and 888 catalyst types from USPTO. The task is: Predict which catalyst facilitates the given reaction. (1) Reactant: [CH2:1]([N:8]1[CH:13]([CH:14]([OH:16])[CH3:15])[CH2:12][O:11][C:10]([CH3:18])([CH3:17])[C:9]1=O)[C:2]1[CH:7]=[CH:6][CH:5]=[CH:4][CH:3]=1. Product: [CH2:1]([N:8]1[CH2:9][C:10]([CH3:17])([CH3:18])[O:11][CH2:12][CH:13]1[CH:14]([OH:16])[CH3:15])[C:2]1[CH:3]=[CH:4][CH:5]=[CH:6][CH:7]=1. The catalyst class is: 36. (2) Reactant: [F:1][C:2]([F:21])([F:20])[C:3]1[C:4]([C:9]2[N:14]=[C:13]3[N:15]=[CH:16][CH:17]=[C:18]([NH2:19])[C:12]3=[N:11][CH:10]=2)=[N:5][CH:6]=[CH:7][CH:8]=1.C(=O)([O-])[O-].[Cs+].[Cs+].N[C:29]1[C:34]([C:35]([F:38])([F:37])[F:36])=[CH:33][CH:32]=[CH:31][N:30]=1.CC1(C)C2C(=C(P(C3C=CC=CC=3)C3C=CC=CC=3)C=CC=2)OC2C(P(C3C=CC=CC=3)C3C=CC=CC=3)=CC=CC1=2. Product: [F:21][C:2]([F:1])([F:20])[C:3]1[C:4]([C:9]2[N:14]=[C:13]3[N:15]=[CH:16][CH:17]=[C:18]([NH:19][C:31]4[CH:32]=[CH:33][C:34]([C:35]([F:38])([F:37])[F:36])=[CH:29][N:30]=4)[C:12]3=[N:11][CH:10]=2)=[N:5][CH:6]=[CH:7][CH:8]=1. The catalyst class is: 488. (3) Reactant: [Br:1][C:2]1[CH:10]=[C:9]2[C:5]([CH2:6][CH2:7][C:8]2=[O:11])=[CH:4][CH:3]=1.Br[CH2:13][CH2:14][C:15]1[CH:20]=[CH:19][CH:18]=[CH:17][C:16]=1[CH2:21]Br.[H-].[Na+]. Product: [Br:1][C:2]1[CH:10]=[C:9]2[C:5]([CH2:6][C:7]3([C:8]2=[O:11])[CH2:13][CH2:14][C:15]2[C:16](=[CH:17][CH:18]=[CH:19][CH:20]=2)[CH2:21]3)=[CH:4][CH:3]=1. The catalyst class is: 1. (4) Reactant: [Cl:1][C:2]1[CH:41]=[CH:40][CH:39]=[C:38]([Cl:42])[C:3]=1[CH2:4][C:5]1[CH:6]=[C:7]([NH:16][C:17]2[CH:22]=[CH:21][C:20]([CH:23]3[CH2:28][CH2:27][N:26](C(OC(C)(C)C)=O)[CH2:25][CH2:24]3)=[CH:19][C:18]=2[O:36][CH3:37])[C:8]2[C:13](=[O:14])[NH:12][N:11]=[CH:10][C:9]=2[N:15]=1.[F:43][C:44]([F:49])([F:48])[C:45]([OH:47])=[O:46]. Product: [Cl:1][C:2]1[CH:41]=[CH:40][CH:39]=[C:38]([Cl:42])[C:3]=1[CH2:4][C:5]1[CH:6]=[C:7]([NH:16][C:17]2[CH:22]=[CH:21][C:20]([CH:23]3[CH2:28][CH2:27][NH:26][CH2:25][CH2:24]3)=[CH:19][C:18]=2[O:36][CH3:37])[C:8]2[C:13](=[O:14])[NH:12][N:11]=[CH:10][C:9]=2[N:15]=1.[F:43][C:44]([F:49])([F:48])[C:45]([O-:47])=[O:46]. The catalyst class is: 4. (5) Reactant: [C:1]([C:4]1[CH:5]=[C:6]2[C:11](=[CH:12][C:13]=1[O:14][CH3:15])[N:10]=[CH:9][CH:8]=[C:7]2Cl)(=[O:3])[NH2:2].[OH:17][C:18]1[CH:19]=[C:20]2[C:24](=[CH:25][CH:26]=1)[NH:23][CH:22]=[CH:21]2.C(N(C(C)C)CC)(C)C.CN1CCCC1=O. Product: [C:1]([C:4]1[CH:5]=[C:6]2[C:11](=[CH:12][C:13]=1[O:14][CH3:15])[N:10]=[CH:9][CH:8]=[C:7]2[O:17][C:18]1[CH:19]=[C:20]2[C:24](=[CH:25][CH:26]=1)[NH:23][CH:22]=[CH:21]2)(=[O:3])[NH2:2]. The catalyst class is: 16. (6) Reactant: [NH2:1][C:2]1[CH:3]=[C:4]([CH:20]=[CH:21][C:22]=1[O:23][C:24]([F:27])([F:26])[F:25])[C:5]([NH:7][C:8]1[CH:9]=[N:10][C:11]([C:14]2[CH:19]=[CH:18][CH:17]=[CH:16][CH:15]=2)=[CH:12][CH:13]=1)=[O:6].N1C=CC=CC=1.[Cl:34][CH:35]([CH3:39])[C:36](Cl)=[O:37]. Product: [Cl:34][CH:35]([CH3:39])[C:36]([NH:1][C:2]1[CH:3]=[C:4]([CH:20]=[CH:21][C:22]=1[O:23][C:24]([F:27])([F:25])[F:26])[C:5]([NH:7][C:8]1[CH:9]=[N:10][C:11]([C:14]2[CH:15]=[CH:16][CH:17]=[CH:18][CH:19]=2)=[CH:12][CH:13]=1)=[O:6])=[O:37]. The catalyst class is: 2. (7) Reactant: Cl.[NH2:2][CH:3]([CH:8]([C:13]1[CH:18]=[CH:17][CH:16]=[CH:15][CH:14]=1)[C:9]([O:11][CH3:12])=[O:10])[C:4]([O:6][CH3:7])=[O:5].[C:19](Cl)([C:32]1[CH:37]=[CH:36][CH:35]=[CH:34][CH:33]=1)([C:26]1[CH:31]=[CH:30][CH:29]=[CH:28][CH:27]=1)[C:20]1[CH:25]=[CH:24][CH:23]=[CH:22][CH:21]=1. Product: [C:19]([NH:2][CH:3]([CH:8]([C:13]1[CH:14]=[CH:15][CH:16]=[CH:17][CH:18]=1)[C:9]([O:11][CH3:12])=[O:10])[C:4]([O:6][CH3:7])=[O:5])([C:20]1[CH:25]=[CH:24][CH:23]=[CH:22][CH:21]=1)([C:32]1[CH:33]=[CH:34][CH:35]=[CH:36][CH:37]=1)[C:26]1[CH:27]=[CH:28][CH:29]=[CH:30][CH:31]=1. The catalyst class is: 2. (8) Reactant: [NH2:1][C:2]1[CH:10]=[CH:9][CH:8]=[C:7]2[C:3]=1[C:4]([CH2:17][C:18]([O:20]CC)=O)=[CH:5][N:6]2[CH2:11][C:12]([O:14][CH2:15][CH3:16])=[O:13].O.C1(C)C=CC(S(O)(=O)=O)=CC=1. Product: [O:20]=[C:18]1[CH2:17][C:4]2=[CH:5][N:6]([CH2:11][C:12]([O:14][CH2:15][CH3:16])=[O:13])[C:7]3[C:3]2=[C:2]([CH:10]=[CH:9][CH:8]=3)[NH:1]1. The catalyst class is: 11.